From a dataset of Retrosynthesis with 50K atom-mapped reactions and 10 reaction types from USPTO. Predict the reactants needed to synthesize the given product. (1) Given the product C=CC[C@@]1(C)C[C@H](c2cccc(Cl)c2)[C@@H](c2ccc(Cl)cc2)N([C@@H](CC)CN2CCN(C(=O)OC(C)(C)C)CC2)C1=O, predict the reactants needed to synthesize it. The reactants are: C=CC[C@@]1(C)C[C@H](c2cccc(Cl)c2)[C@@H](c2ccc(Cl)cc2)N([C@H](C=O)CC)C1=O.CC(C)(C)OC(=O)N1CCNCC1. (2) Given the product CCOC(=O)c1cc2cc(C(CC)(CC)c3ccc(OCC4(C(C)(C)C)OCCO4)c(C)c3)cc(C)c2o1, predict the reactants needed to synthesize it. The reactants are: CCOC(=O)c1cc2cc(C(CC)(CC)c3ccc(OCC(=O)C(C)(C)C)c(C)c3)cc(C)c2o1.OCCO.